The task is: Predict the reactants needed to synthesize the given product.. This data is from Full USPTO retrosynthesis dataset with 1.9M reactions from patents (1976-2016). (1) Given the product [NH2:17][C:16]1[N:8]([CH2:7][C:3]2[C:2]([CH3:1])=[N:6][O:5][N:4]=2)[C:9](=[S:10])[NH:11][C:19](=[O:20])[CH:18]=1, predict the reactants needed to synthesize it. The reactants are: [CH3:1][C:2]1[C:3]([CH2:7][NH:8][C:9]([NH2:11])=[S:10])=[N:4][O:5][N:6]=1.[O-]CC.[Na+].[C:16]([CH2:18][C:19](OCC)=[O:20])#[N:17]. (2) Given the product [Cl:26][C:9]1([C:3]2[CH:4]=[C:5]([CH3:8])[CH:6]=[CH:7][C:2]=2[CH3:1])[C:13](=[O:14])[C:12]2([CH2:19][CH2:18][N:17]([O:20][CH3:21])[CH2:16][CH2:15]2)[NH:11][C:10]1=[O:22], predict the reactants needed to synthesize it. The reactants are: [CH3:1][C:2]1[CH:7]=[CH:6][C:5]([CH3:8])=[CH:4][C:3]=1[CH:9]1[C:13](=[O:14])[C:12]2([CH2:19][CH2:18][N:17]([O:20][CH3:21])[CH2:16][CH2:15]2)[NH:11][C:10]1=[O:22].S(Cl)([Cl:26])(=O)=O.C(=O)([O-])O.[Na+]. (3) Given the product [CH3:36][C:35]1[C:30]([C:12]2[CH:13]=[CH:14][CH:15]=[CH:18][N:17]=2)=[C:31]([C:37]([N:39]2[C@@H:43]3[CH2:44][CH2:45][C@H:40]2[C@H:41]([NH:46][C:47]2[N:52]=[CH:51][C:50]([C:53]([F:56])([F:55])[F:54])=[CH:49][N:48]=2)[CH2:42]3)=[O:38])[CH:32]=[CH:33][CH:34]=1, predict the reactants needed to synthesize it. The reactants are: FC1C(I)=C(C(N2[C@@H:14]3[CH2:15]C[C@H]2[C@H:12]([NH:17][C:18]2N=CC(C(F)(F)F)=CN=2)[CH2:13]3)=O)C=CC=1.I[C:30]1[C:35]([CH3:36])=[CH:34][CH:33]=[CH:32][C:31]=1[C:37]([N:39]1[C@@H:43]2[CH2:44][CH2:45][C@H:40]1[C@H:41]([NH:46][C:47]1[N:52]=[CH:51][C:50]([C:53]([F:56])([F:55])[F:54])=[CH:49][N:48]=1)[CH2:42]2)=[O:38].C([Sn](CCCC)(CCCC)C1OC=CN=1)CCC.C([Sn](CCCC)(CCCC)C1C=CC=CN=1)CCC. (4) Given the product [CH3:1][S:2]([C:5]1[CH:6]=[C:7]([N:13]2[CH2:14][CH2:15][N:16]([CH2:19][CH2:20][CH3:21])[CH2:17][CH2:18]2)[CH:8]=[CH:9][C:10]=1[O:11][CH3:12])(=[O:3])=[O:4], predict the reactants needed to synthesize it. The reactants are: [CH3:1][S:2]([C:5]1[CH:6]=[C:7]([N:13]2[CH2:18][CH2:17][NH:16][CH2:15][CH2:14]2)[CH:8]=[CH:9][C:10]=1[O:11][CH3:12])(=[O:4])=[O:3].[CH2:19](I)[CH2:20][CH3:21]. (5) Given the product [CH3:1][O:2][C:3]1[CH:21]=[CH:20][C:6]([O:7][C:8]2[CH:17]=[CH:16][C:15]3[C:10](=[CH:11][CH:12]=[C:13]([CH:18]=[O:19])[CH:14]=3)[N:9]=2)=[CH:5][CH:4]=1, predict the reactants needed to synthesize it. The reactants are: [CH3:1][O:2][C:3]1[CH:21]=[CH:20][C:6]([O:7][C:8]2[CH:17]=[CH:16][C:15]3[C:10](=[CH:11][CH:12]=[C:13]([CH2:18][OH:19])[CH:14]=3)[N:9]=2)=[CH:5][CH:4]=1.C(O)(=O)C.C(O)(=O)C.IC1C=CC=CC=1. (6) The reactants are: [F:1][C:2]([F:12])([F:11])[C:3](=[O:10])[CH2:4][C:5]([O:7][CH2:8][CH3:9])=[O:6].CO[CH:15](OC)[N:16]([CH3:18])[CH3:17]. Given the product [CH3:15][N:16]([CH:18]=[C:4]([C:3](=[O:10])[C:2]([F:11])([F:12])[F:1])[C:5]([O:7][CH2:8][CH3:9])=[O:6])[CH3:17], predict the reactants needed to synthesize it. (7) Given the product [Cl:14][C:8]1[C:7]([CH:19]([C:18]2[C:17]([CH:15]=[CH2:16])=[N:24][CH:23]=[CH:22][CH:21]=2)[OH:20])=[CH:12][C:11]([Cl:13])=[CH:10][N:9]=1, predict the reactants needed to synthesize it. The reactants are: [Li]CCCC.Br[C:7]1[C:8]([Cl:14])=[N:9][CH:10]=[C:11]([Cl:13])[CH:12]=1.[CH:15]([C:17]1[N:24]=[CH:23][CH:22]=[CH:21][C:18]=1[CH:19]=[O:20])=[CH2:16]. (8) Given the product [F:1][C:2]1[CH:10]=[C:9]2[C:5](=[CH:4][C:3]=1[O:11][CH3:12])[C:6](=[O:8])[NH:21][CH:22]=[CH:23]2, predict the reactants needed to synthesize it. The reactants are: [F:1][C:2]1[CH:10]=[CH:9][C:5]([C:6]([OH:8])=O)=[CH:4][C:3]=1[O:11][CH3:12].CN(C(O[N:21]1N=N[C:23]2C=CC=N[C:22]1=2)=[N+](C)C)C.F[P-](F)(F)(F)(F)F.COC(OC)CN.OS(O)(=O)=O.[OH-].[Na+]. (9) Given the product [CH2:1]([O:8][C:9]1[C:10]([CH3:17])=[CH:11][C:12]([F:16])=[C:13]([CH:14]=1)[O:15][C:19]1[C:28]2[C:23](=[CH:24][C:25]([O:31][CH2:32][CH2:33][O:34][CH3:35])=[C:26]([O:29][CH3:30])[CH:27]=2)[N:22]=[N:21][CH:20]=1)[C:2]1[CH:3]=[CH:4][CH:5]=[CH:6][CH:7]=1, predict the reactants needed to synthesize it. The reactants are: [CH2:1]([O:8][C:9]1[C:10]([CH3:17])=[CH:11][C:12]([F:16])=[C:13]([OH:15])[CH:14]=1)[C:2]1[CH:7]=[CH:6][CH:5]=[CH:4][CH:3]=1.Cl[C:19]1[C:28]2[C:23](=[CH:24][C:25]([O:31][CH2:32][CH2:33][O:34][CH3:35])=[C:26]([O:29][CH3:30])[CH:27]=2)[N:22]=[N:21][CH:20]=1. (10) Given the product [CH3:38][N:37]1[C:33]([NH:32][C:19](=[O:21])[CH:18]([C:15]2[CH:14]=[CH:13][C:12]([C:11]#[C:10][C:7]3[CH:6]=[CH:5][C:4]([O:3][CH2:1][CH3:2])=[CH:9][CH:8]=3)=[CH:17][CH:16]=2)[CH3:22])=[CH:34][C:35]([CH3:39])=[N:36]1, predict the reactants needed to synthesize it. The reactants are: [CH2:1]([O:3][C:4]1[CH:9]=[CH:8][C:7]([C:10]#[C:11][C:12]2[CH:17]=[CH:16][C:15]([CH:18]([CH3:22])[C:19]([OH:21])=O)=[CH:14][CH:13]=2)=[CH:6][CH:5]=1)[CH3:2].CCN(C(C)C)C(C)C.[NH2:32][C:33]1[N:37]([CH3:38])[N:36]=[C:35]([CH3:39])[CH:34]=1.CN(C(ON1N=NC2C=CC=CC1=2)=[N+](C)C)C.[B-](F)(F)(F)F.